From a dataset of Forward reaction prediction with 1.9M reactions from USPTO patents (1976-2016). Predict the product of the given reaction. (1) Given the reactants Cl[C:2]1[C:7]([C:8]2[CH:14]=[CH:13][CH:12]=[C:11]([CH3:15])[C:9]=2[NH2:10])=[CH:6][CH:5]=[C:4]([Cl:16])[N:3]=1.N1CCC[C@H]1C(O)=O.C([O-])([O-])=O.[Cs+].[Cs+].CN(C=O)C, predict the reaction product. The product is: [Cl:16][C:4]1[CH:5]=[CH:6][C:7]2[C:8]3[CH:9]([CH:11]([CH3:15])[CH:12]=[CH:13][CH:14]=3)[NH:10][C:2]=2[N:3]=1. (2) Given the reactants [F:1][C:2]1[C:9]([F:10])=[CH:8][CH:7]=[C:6]([O:11][CH3:12])[C:3]=1[CH2:4]Cl.[Cl:13][C:14]1[CH:19]=[CH:18][C:17]([OH:20])=[C:16]([O:21][CH3:22])[CH:15]=1.C(=O)([O-])[O-].[K+].[K+].[I-].[Na+], predict the reaction product. The product is: [Cl:13][C:14]1[CH:19]=[CH:18][C:17]([O:20][CH2:4][C:3]2[C:6]([O:11][CH3:12])=[CH:7][CH:8]=[C:9]([F:10])[C:2]=2[F:1])=[C:16]([O:21][CH3:22])[CH:15]=1.